Dataset: Forward reaction prediction with 1.9M reactions from USPTO patents (1976-2016). Task: Predict the product of the given reaction. (1) Given the reactants [F:1][C:2]1[CH:3]=[C:4]([N:9]2[CH2:14][CH2:13][N:12]3[N:15]=[C:16]([CH2:18][NH:19][C:20]4[CH:25]=[CH:24][C:23]([O:26][CH3:27])=[CH:22][CH:21]=4)[CH:17]=[C:11]3[C:10]2=[O:28])[CH:5]=[CH:6][C:7]=1[F:8].C([O-])([O-])=O.[Cs+].[Cs+].I[CH2:36][CH2:37][CH3:38], predict the reaction product. The product is: [F:1][C:2]1[CH:3]=[C:4]([N:9]2[CH2:14][CH2:13][N:12]3[N:15]=[C:16]([CH2:18][N:19]([C:20]4[CH:25]=[CH:24][C:23]([O:26][CH3:27])=[CH:22][CH:21]=4)[CH2:36][CH2:37][CH3:38])[CH:17]=[C:11]3[C:10]2=[O:28])[CH:5]=[CH:6][C:7]=1[F:8]. (2) Given the reactants [C:1](Cl)(=[O:14])[O:2][C:3]1[CH:8]=[C:7]([C:9]([F:12])([F:11])[F:10])[CH:6]=[CH:5][C:4]=1[CH3:13].[Cl-].[CH:17]1([O:23][C:24]([C:26]2[N:27]=[C:28]([CH:31]3[CH2:36][CH2:35][NH2+:34][CH2:33][CH2:32]3)[S:29][CH:30]=2)=[O:25])[CH2:22][CH2:21][CH2:20][CH2:19][CH2:18]1.C(N(C(C)C)CC)(C)C.O, predict the reaction product. The product is: [CH:17]1([O:23][C:24]([C:26]2[N:27]=[C:28]([CH:31]3[CH2:32][CH2:33][N:34]([C:1]([O:2][C:3]4[CH:8]=[C:7]([C:9]([F:12])([F:11])[F:10])[CH:6]=[CH:5][C:4]=4[CH3:13])=[O:14])[CH2:35][CH2:36]3)[S:29][CH:30]=2)=[O:25])[CH2:22][CH2:21][CH2:20][CH2:19][CH2:18]1.